From a dataset of Forward reaction prediction with 1.9M reactions from USPTO patents (1976-2016). Predict the product of the given reaction. (1) The product is: [Br:1][C:2]1[N:3]([S:20]([C:16]2[CH:17]=[CH:18][CH:19]=[C:14]([Cl:13])[CH:15]=2)(=[O:22])=[O:21])[CH:4]=[C:5]2[C:9](=[O:10])[CH2:8][CH2:7][C:6]=12. Given the reactants [Br:1][C:2]1[NH:3][CH:4]=[C:5]2[C:9](=[O:10])[CH2:8][CH2:7][C:6]=12.[H-].[Na+].[Cl:13][C:14]1[CH:15]=[C:16]([S:20](Cl)(=[O:22])=[O:21])[CH:17]=[CH:18][CH:19]=1.O, predict the reaction product. (2) Given the reactants ClC1C=CC(S(Cl)(=O)=O)=CC=1[N+]([O-])=O.COC1C=CC=CC=1N.Cl[C:25]1[CH:30]=[CH:29][C:28]([S:31]([NH:34][C:35]2[CH:40]=[CH:39][CH:38]=[CH:37][C:36]=2[O:41][CH3:42])(=[O:33])=[O:32])=[CH:27][C:26]=1[N+:43]([O-:45])=[O:44].[NH:46]1[CH2:51][CH2:50][NH:49][CH2:48][CH2:47]1, predict the reaction product. The product is: [CH3:42][O:41][C:36]1[CH:37]=[CH:38][CH:39]=[CH:40][C:35]=1[NH:34][S:31]([C:28]1[CH:29]=[CH:30][C:25]([N:46]2[CH2:51][CH2:50][NH:49][CH2:48][CH2:47]2)=[C:26]([N+:43]([O-:45])=[O:44])[CH:27]=1)(=[O:33])=[O:32]. (3) Given the reactants [CH2:1]([C:8]1[NH:26][C:11]2=[N:12][CH:13]=[C:14]([C:16]#[C:17][CH2:18][CH2:19][C:20]3[S:24][C:23]([NH2:25])=[N:22][N:21]=3)[CH:15]=[C:10]2[N:9]=1)[C:2]1[CH:7]=[CH:6][CH:5]=[CH:4][CH:3]=1, predict the reaction product. The product is: [CH2:1]([C:8]1[NH:26][C:11]2=[N:12][CH:13]=[C:14]([CH2:16][CH2:17][CH2:18][CH2:19][C:20]3[S:24][C:23]([NH2:25])=[N:22][N:21]=3)[CH:15]=[C:10]2[N:9]=1)[C:2]1[CH:7]=[CH:6][CH:5]=[CH:4][CH:3]=1. (4) Given the reactants [CH2:1]([O:8][C:9](=[O:17])[NH:10][C:11]1([C:14](=[O:16])[NH2:15])[CH2:13][CH2:12]1)[C:2]1[CH:7]=[CH:6][CH:5]=[CH:4][CH:3]=1.C([O-])(O)=O.[Na+].[CH2:23]([O:25][C:26](=[O:31])[C:27](=O)[CH2:28]Br)[CH3:24], predict the reaction product. The product is: [CH2:23]([O:25][C:26]([C:27]1[N:15]=[C:14]([C:11]2([NH:10][C:9]([O:8][CH2:1][C:2]3[CH:3]=[CH:4][CH:5]=[CH:6][CH:7]=3)=[O:17])[CH2:12][CH2:13]2)[O:16][CH:28]=1)=[O:31])[CH3:24].